This data is from Full USPTO retrosynthesis dataset with 1.9M reactions from patents (1976-2016). The task is: Predict the reactants needed to synthesize the given product. (1) Given the product [CH2:13]([C:5]1[C:4](=[O:14])[C:3]([CH2:2][OH:1])=[C:8]([CH3:9])[C:7](=[O:10])[C:6]=1[O:11][CH3:12])[CH2:16][CH2:15][CH3:19], predict the reactants needed to synthesize it. The reactants are: [OH:1][CH2:2][C:3]1[C:4](=[O:14])[C:5]([CH3:13])=[C:6]([O:11][CH3:12])[C:7](=[O:10])[C:8]=1[CH3:9].[CH2:15]([C:19]1C(OC)=CC(C)=C(CO)C=1O)[CH2:16]CC.[O]N(S(=O)([O-])=O)S(=O)([O-])=O.[K+].[K+].P([O-])([O-])([O-])=O. (2) Given the product [F:36][CH:2]1[CH2:7][CH2:6][N:5]([C:8]([O:10][C:11]([CH3:14])([CH3:13])[CH3:12])=[O:9])[C@@H:4]([C:15](=[O:29])[NH:16][C@H:17]([C:19]2[CH:24]=[CH:23][C:22]([C:25]([O:27][CH3:28])=[O:26])=[CH:21][CH:20]=2)[CH3:18])[CH2:3]1, predict the reactants needed to synthesize it. The reactants are: O[CH:2]1[CH2:7][CH2:6][N:5]([C:8]([O:10][C:11]([CH3:14])([CH3:13])[CH3:12])=[O:9])[C@@H:4]([C:15](=[O:29])[NH:16][C@H:17]([C:19]2[CH:24]=[CH:23][C:22]([C:25]([O:27][CH3:28])=[O:26])=[CH:21][CH:20]=2)[CH3:18])[CH2:3]1.CCN(S(F)(F)[F:36])CC. (3) Given the product [Br:1][C:2]1[CH:3]=[C:4]2[C:9](=[CH:10][CH:11]=1)[C:8]([CH3:12])=[C:7]([O:13][CH:15]([CH2:21][C:22]1[CH:23]=[CH:24][CH:25]=[CH:26][CH:27]=1)[C:16]([O:18][CH2:19][CH3:20])=[O:17])[CH:6]=[CH:5]2, predict the reactants needed to synthesize it. The reactants are: [Br:1][C:2]1[CH:3]=[C:4]2[C:9](=[CH:10][CH:11]=1)[C:8]([CH3:12])=[C:7]([OH:13])[CH:6]=[CH:5]2.O[CH:15]([CH2:21][C:22]1[CH:27]=[CH:26][CH:25]=[CH:24][CH:23]=1)[C:16]([O:18][CH2:19][CH3:20])=[O:17].C1(P(C2C=CC=CC=2)C2C=CC=CC=2)C=CC=CC=1.N(C(OC(C)C)=O)=NC(OC(C)C)=O.